The task is: Predict the reaction yield, written as a fraction of the theoretical maximum amount of product (1.0 means a 100% yield; for example, 0.34 means a 34% yield).. This data is from Reaction yield outcomes from USPTO patents with 853,638 reactions. The reactants are [F:1][C:2]([F:40])([CH2:36][CH2:37][CH2:38][CH3:39])[C:3](=[O:35])[CH2:4][CH2:5][C@H:6]1[C@H:10]([O:11]C2CCCCO2)[CH2:9][C:8](=[O:18])[C@@H:7]1[CH2:19][CH2:20][CH2:21][CH2:22][CH2:23][CH2:24][C:25]([O:27][CH2:28][C:29]1[CH:34]=[CH:33][CH:32]=[CH:31][CH:30]=1)=[O:26]. The catalyst is O1CCCC1.C(O)(=O)C.O. The product is [F:1][C:2]([C@:3]1([OH:35])[O:11][C@@H:10]2[CH2:9][C:8](=[O:18])[C@H:7]([CH2:19][CH2:20][CH2:21][CH2:22][CH2:23][CH2:24][C:25]([O:27][CH2:28][C:29]3[CH:34]=[CH:33][CH:32]=[CH:31][CH:30]=3)=[O:26])[C@H:6]2[CH2:5][CH2:4]1)([F:40])[CH2:36][CH2:37][CH2:38][CH3:39]. The yield is 0.758.